This data is from Forward reaction prediction with 1.9M reactions from USPTO patents (1976-2016). The task is: Predict the product of the given reaction. (1) Given the reactants [CH2:1]([O:5][C:6]1[CH:14]=[CH:13][C:9]([C:10]([OH:12])=[O:11])=[CH:8][CH:7]=1)[CH2:2][CH2:3][CH3:4].C(OC1C=CC(C([NH:26][C:27]2[CH:32]=[CH:31][C:30]([N:33]3[CH2:41][CH2:40][C:35]4([O:39][CH2:38][CH2:37][O:36]4)[CH2:34]3)=[C:29]([F:42])[CH:28]=2)=O)=CC=1)CCC, predict the reaction product. The product is: [CH2:1]([O:5][C:6]1[CH:14]=[CH:13][C:9]([C:10]([OH:12])=[O:11])=[CH:8][CH:7]=1)[CH2:2][CH2:3][CH3:4].[O:36]1[C:35]2([CH2:40][CH2:41][N:33]([C:30]3[CH:31]=[CH:32][C:27]([NH2:26])=[CH:28][C:29]=3[F:42])[CH2:34]2)[O:39][CH2:38][CH2:37]1. (2) Given the reactants [Cl:1][C:2]1[CH:11]=[N:10][C:9]2[N:8]=[C:7](O)[N:6]3[N:13]=[C:14]([CH:16]4[CH2:18][CH2:17]4)[N:15]=[C:5]3[C:4]=2[CH:3]=1.C([O-])(O)=O.[Na+], predict the reaction product. The product is: [Cl:1][C:2]1[CH:11]=[N:10][C:9]2[N:8]=[C:7]([N:10]([CH2:11][CH3:2])[CH2:9][CH3:4])[N:6]3[N:13]=[C:14]([CH:16]4[CH2:18][CH2:17]4)[N:15]=[C:5]3[C:4]=2[CH:3]=1. (3) The product is: [CH3:4][C@@H:3]([CH2:5][CH2:6][CH:7]=[C:8]([CH3:10])[CH3:9])[CH2:2][CH2:1][C:14]1[CH:20]=[CH:19][C:17]([NH2:18])=[CH:16][CH:15]=1. Given the reactants [CH2:1]([Mg]Br)[CH2:2][CH:3]([CH2:5][CH2:6][CH:7]=[C:8]([CH3:10])[CH3:9])[CH3:4].I[C:14]1[CH:20]=[CH:19][C:17]([NH2:18])=[CH:16][CH:15]=1, predict the reaction product. (4) The product is: [OH:26][CH2:25][CH2:24][N:19]1[CH:20]=[CH:21][C:16]([N:3]2[CH:4]=[C:5]([C:7]#[C:8][C:9]3[CH:10]=[C:11]([CH3:15])[CH:12]=[CH:13][CH:14]=3)[N:6]=[C:2]2[CH3:1])=[CH:17][C:18]1=[O:22]. Given the reactants [CH3:1][C:2]1[N:3]([C:16]2[CH:21]=[CH:20][NH:19][C:18](=[O:22])[CH:17]=2)[CH:4]=[C:5]([C:7]#[C:8][C:9]2[CH:10]=[C:11]([CH3:15])[CH:12]=[CH:13][CH:14]=2)[N:6]=1.I[CH2:24][CH2:25][OH:26], predict the reaction product.